This data is from Full USPTO retrosynthesis dataset with 1.9M reactions from patents (1976-2016). The task is: Predict the reactants needed to synthesize the given product. (1) The reactants are: C(=O)([O-])[O-].[K+].[K+].C([O:10][CH2:11][CH2:12][CH2:13][CH2:14][N:15]1[CH2:20][CH2:19][N:18]([C:21]2[C:29]3[CH:28]=[CH:27][S:26][C:25]=3[CH:24]=[CH:23][CH:22]=2)[CH2:17][CH2:16]1)(=O)C.O. Given the product [S:26]1[CH:27]=[CH:28][C:29]2[C:21]([N:18]3[CH2:17][CH2:16][N:15]([CH2:14][CH2:13][CH2:12][CH2:11][OH:10])[CH2:20][CH2:19]3)=[CH:22][CH:23]=[CH:24][C:25]1=2, predict the reactants needed to synthesize it. (2) The reactants are: [N:1]1[N:2]([C:6]2[CH:7]=[C:8]([NH:12][C:13]3[C:18]([C:19]([NH2:21])=[O:20])=[CH:17][N:16]=[C:15](SC)[N:14]=3)[CH:9]=[CH:10][CH:11]=2)[N:3]=[CH:4][CH:5]=1.C1C=C(Cl)C=C(C(OO)=O)C=1.CCN(C(C)C)C(C)C.Cl.[NH2:45][C@H:46]1[CH2:51][CH2:50][CH2:49][CH2:48][C@H:47]1[OH:52]. Given the product [N:1]1[N:2]([C:6]2[CH:7]=[C:8]([NH:12][C:13]3[C:18]([C:19]([NH2:21])=[O:20])=[CH:17][N:16]=[C:15]([NH:45][C@@H:46]4[CH2:51][CH2:50][CH2:49][CH2:48][C@@H:47]4[OH:52])[N:14]=3)[CH:9]=[CH:10][CH:11]=2)[N:3]=[CH:4][CH:5]=1, predict the reactants needed to synthesize it. (3) Given the product [OH:25][C:19]1[CH:18]=[CH:17][C:16]([NH:15][C:28]([N:10]2[C:9]3[CH:8]=[CH:7][CH:6]=[CH:5][C:13]=3[NH:12][C:11]2=[O:14])=[O:29])=[CH:24][C:20]=1[C:21]([OH:23])=[O:22], predict the reactants needed to synthesize it. The reactants are: ClC(O[C:5]1[C:13]2[NH:12][C:11]([OH:14])=[N:10][C:9]=2[CH:8]=[CH:7][CH:6]=1)=O.[NH2:15][C:16]1[CH:17]=[CH:18][C:19]([OH:25])=[C:20]([CH:24]=1)[C:21]([OH:23])=[O:22].C1C[O:29][CH2:28]C1. (4) Given the product [OH:42][C:41]1[CH:49]=[CH:50][C:38]([CH2:37][N:36]([CH2:11][C:12]2[CH:20]=[CH:19][C:15]([C:16]([NH:9][CH2:1][CH2:2][CH2:3][CH2:4][CH2:5][CH2:6][CH2:7][CH3:8])=[O:17])=[CH:14][CH:13]=2)[C:29](=[O:30])/[CH:28]=[CH:27]/[C:21]2[CH:26]=[CH:25][CH:24]=[CH:23][CH:22]=2)=[CH:39][C:40]=1[C:45]([OH:46])=[O:44], predict the reactants needed to synthesize it. The reactants are: [CH2:1]([NH2:9])[CH2:2][CH2:3][CH2:4][CH2:5][CH2:6][CH2:7][CH3:8].Cl[CH2:11][C:12]1[CH:20]=[CH:19][C:15]([C:16](Cl)=[O:17])=[CH:14][CH:13]=1.[C:21]1(/[CH:27]=[CH:28]/[C:29](Cl)=[O:30])[CH:26]=[CH:25][CH:24]=[CH:23][CH:22]=1.C(O)(=O)C.[NH2:36][CH2:37][C:38]1[CH:50]=[CH:49][C:41]2[O:42]C(C)(C)[O:44][C:45](=[O:46])[C:40]=2[CH:39]=1. (5) Given the product [B:1]([O-:4])([O-:3])[O-:2].[B:1]([O-:4])([O-:3])[O-:2].[B:1]([O-:4])([O-:3])[O-:2].[B:1]([O-:4])([O-:3])[O-:2].[Na+:6].[Na+:6].[Na+:6].[Na+:6].[Na+:6].[Na+:6].[Na+:6].[Na+:6].[Na+:6].[Na+:6].[Na+:6].[Na+:6], predict the reactants needed to synthesize it. The reactants are: [B:1]([OH:4])([OH:3])[OH:2].[OH-].[Na+:6]. (6) Given the product [ClH:15].[CH3:1][S:2][C:3]1[CH:9]=[CH:8][CH:7]=[CH:6][C:4]=1[NH:5][NH2:10], predict the reactants needed to synthesize it. The reactants are: [CH3:1][S:2][C:3]1[CH:9]=[CH:8][CH:7]=[CH:6][C:4]=1[NH2:5].[N:10]([O-])=O.[Na+].[Sn](Cl)[Cl:15]. (7) The reactants are: [Br:1][C:2]1[CH:7]=[CH:6][C:5]([S:8]([N:11]2[CH2:18][CH2:17][C:14]3([O:16][CH2:15]3)[CH2:13][CH2:12]2)(=[O:10])=[O:9])=[CH:4][CH:3]=1.[CH3:19][O:20][CH2:21][CH2:22][NH2:23].[Al]. Given the product [Br:1][C:2]1[CH:7]=[CH:6][C:5]([S:8]([N:11]2[CH2:18][CH2:17][C:14]([CH2:15][NH:23][CH2:22][CH2:21][O:20][CH3:19])([OH:16])[CH2:13][CH2:12]2)(=[O:10])=[O:9])=[CH:4][CH:3]=1, predict the reactants needed to synthesize it. (8) Given the product [C:23]([O:22][C:20]([NH:2][CH:3]([CH2:7][CH2:8][C:9]([F:10])([F:11])[F:12])[C:4]([OH:6])=[O:5])=[O:19])([CH3:26])([CH3:25])[CH3:24], predict the reactants needed to synthesize it. The reactants are: Cl.[NH2:2][CH:3]([CH2:7][CH2:8][C:9]([F:12])([F:11])[F:10])[C:4]([OH:6])=[O:5].C([O-])([O-])=O.[K+].[K+].[O:19](C(OC(C)(C)C)=O)[C:20]([O:22][C:23]([CH3:26])([CH3:25])[CH3:24])=O. (9) Given the product [NH2:14][C@@H:15]1[CH2:16][CH2:17][C@H:18]([CH2:21][N:22]2[C:26]3=[N:27][C:28]([NH:31][C:32]4[CH:37]=[CH:36][C:35]([CH3:38])=[C:34]([S:39]([NH2:40])(=[O:42])=[O:41])[CH:33]=4)=[N:29][CH:30]=[C:25]3[CH:24]=[N:23]2)[CH2:19][CH2:20]1, predict the reactants needed to synthesize it. The reactants are: C(O)(C(F)(F)F)=O.C(OC(=O)[NH:14][C@H:15]1[CH2:20][CH2:19][C@@H:18]([CH2:21][N:22]2[C:26]3=[N:27][C:28]([NH:31][C:32]4[CH:37]=[CH:36][C:35]([CH3:38])=[C:34]([S:39](=[O:42])(=[O:41])[NH2:40])[CH:33]=4)=[N:29][CH:30]=[C:25]3[CH:24]=[N:23]2)[CH2:17][CH2:16]1)(C)(C)C. (10) Given the product [C:1]([O:5][C:6](=[O:18])[NH:7][C:8]1[O:12][N:11]=[C:10]([C:13]([CH3:17])([CH3:16])[CH2:14][NH:20][CH3:19])[CH:9]=1)([CH3:4])([CH3:3])[CH3:2], predict the reactants needed to synthesize it. The reactants are: [C:1]([O:5][C:6](=[O:18])[NH:7][C:8]1[O:12][N:11]=[C:10]([C:13]([CH3:17])([CH3:16])[CH:14]=O)[CH:9]=1)([CH3:4])([CH3:3])[CH3:2].[CH3:19][NH2:20].C(O[BH-](OC(=O)C)OC(=O)C)(=O)C.